Dataset: NCI-60 drug combinations with 297,098 pairs across 59 cell lines. Task: Regression. Given two drug SMILES strings and cell line genomic features, predict the synergy score measuring deviation from expected non-interaction effect. (1) Drug 1: CCN(CC)CCNC(=O)C1=C(NC(=C1C)C=C2C3=C(C=CC(=C3)F)NC2=O)C. Drug 2: C(CCl)NC(=O)N(CCCl)N=O. Cell line: CAKI-1. Synergy scores: CSS=12.3, Synergy_ZIP=-5.67, Synergy_Bliss=-3.08, Synergy_Loewe=-1.71, Synergy_HSA=-2.38. (2) Drug 1: CN1CCC(CC1)COC2=C(C=C3C(=C2)N=CN=C3NC4=C(C=C(C=C4)Br)F)OC. Drug 2: COC1=C(C=C2C(=C1)N=CN=C2NC3=CC(=C(C=C3)F)Cl)OCCCN4CCOCC4. Cell line: K-562. Synergy scores: CSS=59.1, Synergy_ZIP=13.9, Synergy_Bliss=12.8, Synergy_Loewe=5.24, Synergy_HSA=13.8.